This data is from Reaction yield outcomes from USPTO patents with 853,638 reactions. The task is: Predict the reaction yield, written as a fraction of the theoretical maximum amount of product (1.0 means a 100% yield; for example, 0.34 means a 34% yield). (1) The reactants are [CH2:1]([O:3][C:4](=[O:18])[C:5]1[CH:10]=[C:9]([N+:11]([O-:13])=[O:12])[CH:8]=[C:7]([N+:14]([O-:16])=[O:15])[C:6]=1[CH3:17])[CH3:2].CO[CH:21]([N:24]([CH3:26])[CH3:25])OC. The catalyst is CN(C=O)C. The product is [CH2:1]([O:3][C:4](=[O:18])[C:5]1[CH:10]=[C:9]([N+:11]([O-:13])=[O:12])[CH:8]=[C:7]([N+:14]([O-:16])=[O:15])[C:6]=1[CH:17]=[CH:21][N:24]([CH3:26])[CH3:25])[CH3:2]. The yield is 0.480. (2) The reactants are [Cl:1][C:2]1[CH:7]=[CH:6][C:5]([O:8][C:9]2[CH:14]=[CH:13][CH:12]=[CH:11][CH:10]=2)=[C:4]([N+:15]([O-])=O)[CH:3]=1.Cl[Sn]Cl. The product is [Cl:1][C:2]1[CH:7]=[CH:6][C:5]([O:8][C:9]2[CH:14]=[CH:13][CH:12]=[CH:11][CH:10]=2)=[C:4]([NH2:15])[CH:3]=1. No catalyst specified. The yield is 0.790.